This data is from Forward reaction prediction with 1.9M reactions from USPTO patents (1976-2016). The task is: Predict the product of the given reaction. (1) Given the reactants [N:1]1[CH:6]=[CH:5][C:4]([C:7]2[CH:12]=[CH:11][C:10]([CH2:13][C:14]([OH:16])=O)=[CH:9][CH:8]=2)=[CH:3][N:2]=1.[C:17]1([C:23]2[CH:24]=[CH:25][C:26]([NH2:29])=[N:27][CH:28]=2)[CH:22]=[CH:21][CH:20]=[CH:19][CH:18]=1.F[P-](F)(F)(F)(F)F.N1(OC(N(C)C)=[N+](C)C)C2N=CC=CC=2N=N1.CCN(C(C)C)C(C)C, predict the reaction product. The product is: [C:17]1([C:23]2[CH:24]=[CH:25][C:26]([NH:29][C:14](=[O:16])[CH2:13][C:10]3[CH:9]=[CH:8][C:7]([C:4]4[CH:5]=[CH:6][N:1]=[N:2][CH:3]=4)=[CH:12][CH:11]=3)=[N:27][CH:28]=2)[CH:18]=[CH:19][CH:20]=[CH:21][CH:22]=1. (2) Given the reactants [CH3:1][S:2]([NH:5][CH2:6][C:7]1[CH:26]=[CH:25][C:10]([C:11]([O:13][CH2:14][C:15]([O:17]CC2C=CC=CC=2)=[O:16])=[O:12])=[CH:9][CH:8]=1)(=[O:4])=[O:3], predict the reaction product. The product is: [CH3:1][S:2]([NH:5][CH2:6][C:7]1[CH:26]=[CH:25][C:10]([C:11]([O:13][CH2:14][C:15]([OH:17])=[O:16])=[O:12])=[CH:9][CH:8]=1)(=[O:4])=[O:3]. (3) Given the reactants [OH:1][C:2]1[C:10]([CH:11]2[C:15]3=[C:16]4[C:21](=[CH:22][CH:23]=[C:14]3[N:13]([CH2:24][C:25]3[CH:30]=[CH:29][C:28]([O:31][CH3:32])=[CH:27][CH:26]=3)[C:12]2=[O:33])[N:20]=[CH:19][CH:18]=[CH:17]4)=[CH:9][C:5]2[CH2:6][CH2:7][O:8][C:4]=2[CH:3]=1.[C:34]1(C(C2C=CC=CC=2)N2C3C(=CC=CC=3)C(C3C=C(C)C(OC)=CC=3O)C2=O)C=CC=CC=1, predict the reaction product. The product is: [CH3:32][O:31][C:28]1[CH:29]=[CH:30][C:25]([CH2:24][N:13]2[C:14]3[C:15](=[C:16]4[C:21](=[CH:22][CH:23]=3)[N:20]=[CH:19][CH:18]=[CH:17]4)[C:11]3([CH2:34][O:1][C:2]4[CH:3]=[C:4]5[C:5](=[CH:9][C:10]3=4)[CH2:6][CH2:7][O:8]5)[C:12]2=[O:33])=[CH:26][CH:27]=1. (4) Given the reactants [F:1][C:2]1[CH:9]=[CH:8][C:7]([CH:10]=[C:11]2[C:19]3[CH2:18][CH2:17][CH2:16][CH2:15][C:14]=3[C:13](=O)[O:12]2)=[CH:6][C:3]=1[C:4]#N.[OH-:21].[Na+].[OH2:23].[NH2:24][NH2:25].Cl, predict the reaction product. The product is: [F:1][C:2]1[CH:9]=[CH:8][C:7]([CH2:10][C:11]2[C:19]3[CH2:18][CH2:17][CH2:16][CH2:15][C:14]=3[C:13](=[O:12])[NH:25][N:24]=2)=[CH:6][C:3]=1[C:4]([OH:23])=[O:21].